Dataset: Forward reaction prediction with 1.9M reactions from USPTO patents (1976-2016). Task: Predict the product of the given reaction. (1) Given the reactants [C:1]([O:5][C:6](=[O:22])[NH:7][C:8]1[CH:13]=[C:12]([N:14]([CH3:16])[CH3:15])[C:11]([C:17]([F:20])([F:19])[F:18])=[CH:10][C:9]=1[NH2:21])([CH3:4])([CH3:3])[CH3:2].C([O:27][C:28](=O)[CH2:29][C:30](=[O:43])[C:31]1[CH:36]=[CH:35][CH:34]=[C:33]([C:37]2[CH:42]=[N:41][CH:40]=[CH:39][N:38]=2)[CH:32]=1)(C)(C)C, predict the reaction product. The product is: [C:1]([O:5][C:6](=[O:22])[NH:7][C:8]1[CH:13]=[C:12]([N:14]([CH3:16])[CH3:15])[C:11]([C:17]([F:20])([F:19])[F:18])=[CH:10][C:9]=1[NH:21][C:28](=[O:27])[CH2:29][C:30](=[O:43])[C:31]1[CH:36]=[CH:35][CH:34]=[C:33]([C:37]2[CH:42]=[N:41][CH:40]=[CH:39][N:38]=2)[CH:32]=1)([CH3:4])([CH3:2])[CH3:3]. (2) Given the reactants [CH2:1]([C@:3]1([C:31]([O:33][CH3:34])=[O:32])[CH2:7][CH2:6][CH2:5][C@H:4]1[NH:8][S:9]([C:12]1[CH:17]=[CH:16][C:15]([O:18][CH2:19][C:20]2[C:29]3[C:24](=[CH:25][CH:26]=[CH:27][CH:28]=3)[N:23]=[C:22]([CH3:30])[CH:21]=2)=[CH:14][CH:13]=1)(=[O:11])=[O:10])[CH3:2].[H-].[Na+].I[CH3:38], predict the reaction product. The product is: [CH2:1]([C@:3]1([C:31]([O:33][CH3:34])=[O:32])[CH2:7][CH2:6][CH2:5][C@H:4]1[N:8]([CH3:38])[S:9]([C:12]1[CH:17]=[CH:16][C:15]([O:18][CH2:19][C:20]2[C:29]3[C:24](=[CH:25][CH:26]=[CH:27][CH:28]=3)[N:23]=[C:22]([CH3:30])[CH:21]=2)=[CH:14][CH:13]=1)(=[O:10])=[O:11])[CH3:2]. (3) Given the reactants C(P(C(C)(C)C)C1C(C)=C(C)C(C)=C(C)C=1C1C(C(C)C)=CC(C(C)C)=CC=1C(C)C)(C)(C)C.C([O-])(=O)C.[K+].[NH2:40][C:41]1[C:45]([C:46]([NH2:48])=[O:47])=[CH:44][NH:43][N:42]=1.Br[C:50]1[CH:61]=[CH:60][C:53]([C:54]([O:56][CH:57]([CH3:59])[CH3:58])=[O:55])=[CH:52][CH:51]=1, predict the reaction product. The product is: [C:46]([C:45]1[C:41]([NH:40][C:50]2[CH:61]=[CH:60][C:53]([C:54]([O:56][CH:57]([CH3:58])[CH3:59])=[O:55])=[CH:52][CH:51]=2)=[N:42][NH:43][CH:44]=1)(=[O:47])[NH2:48]. (4) Given the reactants [CH2:1](O)[CH3:2].[CH3:4][O:5][C:6]([C:8]1[C:17]2[O:16][CH2:15][CH:14]([C:18]3[CH:19]=[N:20][CH:21]=[C:22]([OH:24])[CH:23]=3)[O:13][C:12]=2[CH:11]=[CH:10][CH:9]=1)=[O:7].C1(P(C2C=CC=CC=2)C2C=CC=CC=2)C=CC=CC=1.N(C(OC(C)C)=O)=NC(OC(C)C)=O, predict the reaction product. The product is: [CH3:4][O:5][C:6]([C:8]1[C:17]2[O:16][CH2:15][CH:14]([C:18]3[CH:19]=[N:20][CH:21]=[C:22]([O:24][CH2:1][CH3:2])[CH:23]=3)[O:13][C:12]=2[CH:11]=[CH:10][CH:9]=1)=[O:7]. (5) Given the reactants [N:1]1([C:7]2[N:8]=[C:9]3[NH:17][C@H:16]([C:18]([F:21])([F:20])[F:19])[CH2:15][CH2:14][N:10]3[C:11](=[O:13])[CH:12]=2)[CH2:6][CH2:5][O:4][CH2:3][CH2:2]1.[F:22][C:23]1[CH:28]=[CH:27][CH:26]=[CH:25][C:24]=1I, predict the reaction product. The product is: [F:22][C:23]1[CH:28]=[CH:27][CH:26]=[CH:25][C:24]=1[N:17]1[C:9]2=[N:8][C:7]([N:1]3[CH2:6][CH2:5][O:4][CH2:3][CH2:2]3)=[CH:12][C:11](=[O:13])[N:10]2[CH2:14][CH2:15][C@H:16]1[C:18]([F:20])([F:21])[F:19]. (6) Given the reactants [C:1]([C:4]1[C:9]([CH3:10])=[CH:8][C:7]([NH:11]C(=O)C)=[CH:6][C:5]=1F)(=[O:3])[CH3:2].[ClH:16].[OH-].[Na+], predict the reaction product. The product is: [NH2:11][C:7]1[CH:8]=[C:9]([CH3:10])[C:4]([C:1](=[O:3])[CH3:2])=[C:5]([Cl:16])[CH:6]=1. (7) Given the reactants [Cl:1][C:2]1[CH:3]=[C:4]2[C:9](=[CH:10][C:11]=1[OH:12])[O:8][CH2:7][CH2:6][CH:5]2[C:13]([O:15][CH2:16][CH3:17])=[O:14].Cl[C:19]1[CH:27]=[CH:26][C:22]([C:23]([NH2:25])=[O:24])=[CH:21][C:20]=1[N+:28]([O-:30])=[O:29].C(=O)([O-])[O-].[K+].[K+], predict the reaction product. The product is: [C:23]([C:22]1[CH:26]=[CH:27][C:19]([O:12][C:11]2[CH:10]=[C:9]3[C:4]([CH:5]([C:13]([O:15][CH2:16][CH3:17])=[O:14])[CH2:6][CH2:7][O:8]3)=[CH:3][C:2]=2[Cl:1])=[C:20]([N+:28]([O-:30])=[O:29])[CH:21]=1)(=[O:24])[NH2:25]. (8) Given the reactants Cl.Cl.COC1C=CC(N2CCNCC2)=CC=1.C(Cl)(=O)CC(C)C.[F:24][C:25]1[CH:30]=[C:29]([O:31][CH3:32])[C:28]([F:33])=[CH:27][C:26]=1[N:34]1[CH2:39][CH2:38][NH:37][CH2:36][CH2:35]1.[C:40]1([CH2:46][CH2:47][C:48](Cl)=[O:49])[CH:45]=[CH:44][CH:43]=[CH:42][CH:41]=1, predict the reaction product. The product is: [F:24][C:25]1[CH:30]=[C:29]([O:31][CH3:32])[C:28]([F:33])=[CH:27][C:26]=1[N:34]1[CH2:39][CH2:38][N:37]([C:48](=[O:49])[CH2:47][CH2:46][C:40]2[CH:45]=[CH:44][CH:43]=[CH:42][CH:41]=2)[CH2:36][CH2:35]1. (9) Given the reactants [CH:1]([C:3]1[C:4]([C:24]([F:27])([F:26])[F:25])=[N:5][N:6]([C:14]2[CH:19]=[CH:18][C:17]([S:20]([NH2:23])(=[O:22])=[O:21])=[CH:16][CH:15]=2)[C:7]=1[C:8]1[CH:13]=[CH:12][CH:11]=[CH:10][CH:9]=1)=[O:2].[BH4-].[Na+], predict the reaction product. The product is: [OH:2][CH2:1][C:3]1[C:4]([C:24]([F:25])([F:27])[F:26])=[N:5][N:6]([C:14]2[CH:19]=[CH:18][C:17]([S:20]([NH2:23])(=[O:21])=[O:22])=[CH:16][CH:15]=2)[C:7]=1[C:8]1[CH:13]=[CH:12][CH:11]=[CH:10][CH:9]=1.